Regression. Given a peptide amino acid sequence and an MHC pseudo amino acid sequence, predict their binding affinity value. This is MHC class I binding data. From a dataset of Peptide-MHC class I binding affinity with 185,985 pairs from IEDB/IMGT. (1) The peptide sequence is FRISGRGGK. The binding affinity (normalized) is 0.0847. The MHC is HLA-A01:01 with pseudo-sequence HLA-A01:01. (2) The peptide sequence is SDRLHHDPL. The MHC is HLA-A24:02 with pseudo-sequence HLA-A24:02. The binding affinity (normalized) is 0.0847. (3) The peptide sequence is RQFPVAFEF. The MHC is Mamu-B3901 with pseudo-sequence Mamu-B3901. The binding affinity (normalized) is 0.580.